Dataset: Peptide-MHC class I binding affinity with 185,985 pairs from IEDB/IMGT. Task: Regression. Given a peptide amino acid sequence and an MHC pseudo amino acid sequence, predict their binding affinity value. This is MHC class I binding data. The peptide sequence is IVNNQESNK. The MHC is HLA-A68:01 with pseudo-sequence HLA-A68:01. The binding affinity (normalized) is 0.565.